This data is from Forward reaction prediction with 1.9M reactions from USPTO patents (1976-2016). The task is: Predict the product of the given reaction. (1) Given the reactants C(O[C:9]([N:11]([CH2:13][C:14]([O:16][C@H:17]([CH3:54])[CH2:18][N:19]1[C:23]([CH3:24])=[C:22]([C:25](=[O:46])[NH:26][C:27]2[CH:32]=[CH:31][C:30]([O:33][C:34]3[C:43]4[C:38](=[CH:39][C:40]([O:44][CH3:45])=[CH:41][CH:42]=4)[N:37]=[CH:36][CH:35]=3)=[CH:29][N:28]=2)[C:21](=[O:47])[N:20]1[C:48]1[CH:53]=[CH:52][CH:51]=[CH:50][CH:49]=1)=[O:15])C)=O)C1C=CC=CC=1, predict the reaction product. The product is: [CH3:9][NH:11][CH2:13][C:14]([O:16][C@H:17]([CH3:54])[CH2:18][N:19]1[C:23]([CH3:24])=[C:22]([C:25](=[O:46])[NH:26][C:27]2[CH:32]=[CH:31][C:30]([O:33][C:34]3[C:43]4[C:38](=[CH:39][C:40]([O:44][CH3:45])=[CH:41][CH:42]=4)[N:37]=[CH:36][CH:35]=3)=[CH:29][N:28]=2)[C:21](=[O:47])[N:20]1[C:48]1[CH:49]=[CH:50][CH:51]=[CH:52][CH:53]=1)=[O:15]. (2) Given the reactants C([Li])[CH2:2][CH2:3][CH3:4].I[C:7]1[C:15]2[C:10](=[C:11]([O:18][CH3:19])[CH:12]=[C:13]([O:16][CH3:17])[CH:14]=2)[N:9]([C:20]([OH:22])=[O:21])[CH:8]=1.[B:23](OCCCC)([O:29]CCCC)[O:24]CCCC.[CH3:39]CCCCC, predict the reaction product. The product is: [C:3]([O:22][C:20]([N:9]1[C:10]2[C:15](=[CH:14][C:13]([O:16][CH3:17])=[CH:12][C:11]=2[O:18][CH3:19])[C:7]([B:23]([OH:29])[OH:24])=[CH:8]1)=[O:21])([CH3:2])([CH3:4])[CH3:39]. (3) Given the reactants CC1C=CC(S(O[CH2:12][CH:13]2[CH2:17][C:16]3[CH:18]=[C:19]([CH3:30])[CH:20]=[C:21]([C:22]4[C:27]([CH3:28])=[CH:26][CH:25]=[CH:24][C:23]=4[CH3:29])[C:15]=3[O:14]2)(=O)=O)=CC=1.[CH3:31][NH2:32], predict the reaction product. The product is: [CH3:29][C:23]1[CH:24]=[CH:25][CH:26]=[C:27]([CH3:28])[C:22]=1[C:21]1[C:15]2[O:14][CH:13]([CH2:12][NH:32][CH3:31])[CH2:17][C:16]=2[CH:18]=[C:19]([CH3:30])[CH:20]=1. (4) Given the reactants N1(N[C:8]([C:10]2[CH:40]=[CH:39][C:13]3[N:14]([CH:33]4[CH2:38][CH2:37][CH2:36][CH2:35][CH2:34]4)[C:15]([C:17]4[CH:18]=[C:19]5[C:24](=[CH:25][CH:26]=4)[N:23]=[C:22]([C:27]4[CH:32]=[CH:31][CH:30]=[CH:29][CH:28]=4)[CH:21]=[N:20]5)=[N:16][C:12]=3[CH:11]=2)=[O:9])CCOCC1.[NH2:41][C:42]1[CH:43]=[C:44]2[C:49](=[CH:50][CH:51]=1)[CH:48]=[C:47]([C:52]([OH:54])=[O:53])[CH:46]=[CH:45]2, predict the reaction product. The product is: [CH:33]1([N:14]2[C:13]3[CH:39]=[CH:40][C:10]([C:8]([NH:41][C:42]4[CH:43]=[C:44]5[C:49](=[CH:50][CH:51]=4)[CH:48]=[C:47]([C:52]([OH:54])=[O:53])[CH:46]=[CH:45]5)=[O:9])=[CH:11][C:12]=3[N:16]=[C:15]2[C:17]2[CH:18]=[C:19]3[C:24](=[CH:25][CH:26]=2)[N:23]=[C:22]([C:27]2[CH:28]=[CH:29][CH:30]=[CH:31][CH:32]=2)[CH:21]=[N:20]3)[CH2:38][CH2:37][CH2:36][CH2:35][CH2:34]1. (5) Given the reactants [C:1]([O:5][C:6](=[O:25])[NH:7][CH:8]([C:17](=[O:24])[NH:18][CH2:19][CH2:20][CH2:21][CH2:22][CH3:23])[CH2:9][C:10]1[CH:15]=[CH:14][C:13]([NH2:16])=[CH:12][CH:11]=1)([CH3:4])([CH3:3])[CH3:2].[Na+].[I-:27], predict the reaction product. The product is: [C:1]([O:5][C:6](=[O:25])[NH:7][CH:8]([C:17](=[O:24])[NH:18][CH2:19][CH2:20][CH2:21][CH2:22][CH3:23])[CH2:9][C:10]1[CH:11]=[CH:12][C:13]([NH2:16])=[C:14]([I:27])[CH:15]=1)([CH3:2])([CH3:3])[CH3:4]. (6) Given the reactants Br[C:2]1[CH:10]=[CH:9][CH:8]=[C:7]2[C:3]=1[CH:4]=[CH:5][N:6]2[S:11]([C:14]1[CH:19]=[CH:18][CH:17]=[CH:16][C:15]=1[CH3:20])(=[O:13])=[O:12].[NH:21]1[CH2:26][CH2:25][NH:24][CH2:23][CH2:22]1, predict the reaction product. The product is: [N:21]1([C:2]2[CH:10]=[CH:9][CH:8]=[C:7]3[C:3]=2[CH:4]=[CH:5][N:6]3[S:11]([C:14]2[CH:19]=[CH:18][CH:17]=[CH:16][C:15]=2[CH3:20])(=[O:13])=[O:12])[CH2:26][CH2:25][NH:24][CH2:23][CH2:22]1. (7) Given the reactants [C:1]([O:7][CH2:8][CH3:9])(=[O:6])[C:2]#[C:3][CH2:4][CH3:5], predict the reaction product. The product is: [CH2:8]([O:7][C:1](=[O:6])/[CH:2]=[CH:3]\[CH2:4][CH3:5])[CH3:9].